From a dataset of Forward reaction prediction with 1.9M reactions from USPTO patents (1976-2016). Predict the product of the given reaction. (1) Given the reactants Cl.[O:2]1[CH2:7][CH2:6][N:5]([CH2:8][C:9]([OH:11])=O)[CH2:4][CH2:3]1.F[P-](F)(F)(F)(F)F.N1(O[P+](N2CCCC2)(N2CCCC2)N2CCCC2)C2C=CC=CC=2N=N1.[CH3:45][C:46]1[C:50]([CH3:51])=[C:49]([C:52]([NH:54][C:55]2[CH:56]=[C:57]3[CH:63]=[C:62]([C:64]4[CH2:65][CH2:66][NH:67][CH2:68][CH:69]=4)[NH:61][C:58]3=[N:59][CH:60]=2)=[O:53])[NH:48][N:47]=1.C(N(CC)C(C)C)(C)C, predict the reaction product. The product is: [CH3:45][C:46]1[C:50]([CH3:51])=[C:49]([C:52]([NH:54][C:55]2[CH:56]=[C:57]3[CH:63]=[C:62]([C:64]4[CH2:65][CH2:66][N:67]([C:9](=[O:11])[CH2:8][N:5]5[CH2:4][CH2:3][O:2][CH2:7][CH2:6]5)[CH2:68][CH:69]=4)[NH:61][C:58]3=[N:59][CH:60]=2)=[O:53])[NH:48][N:47]=1. (2) Given the reactants FC(F)(F)C(O)=O.[CH3:8][C:9]1[N:10]=[C:11]2[C:16]([O:17]CC3C=CC(OC)=CC=3)=[CH:15][C:14]([N:27]3[CH:32]=[CH:31][CH:30]=[CH:29][C:28]3=[O:33])=[CH:13][N:12]2[C:34]=1[CH3:35], predict the reaction product. The product is: [OH:17][C:16]1[C:11]2[N:12]([C:34]([CH3:35])=[C:9]([CH3:8])[N:10]=2)[CH:13]=[C:14]([N:27]2[CH:32]=[CH:31][CH:30]=[CH:29][C:28]2=[O:33])[CH:15]=1. (3) Given the reactants [Cl:1][C:2]1[CH:3]=[C:4]([CH:20]=[CH:21][C:22]=1[C:23]([N:25]1[CH2:29][CH2:28][CH2:27][CH:26]1[CH2:30][CH2:31][C:32](O)=[O:33])=[O:24])[C:5]([NH:7][C@H:8]([C:10]1[NH:14][C:13]2[CH:15]=[CH:16][C:17]([Cl:19])=[CH:18][C:12]=2[N:11]=1)[CH3:9])=[O:6].[CH3:35][N:36](C(ON1N=NC2C=CC=CC1=2)=[N+](C)C)C.[B-](F)(F)(F)F.C(N(C(C)C)CC)(C)C.CN.ClCl, predict the reaction product. The product is: [Cl:1][C:2]1[CH:3]=[C:4]([CH:20]=[CH:21][C:22]=1[C:23]([N:25]1[CH2:29][CH2:28][CH2:27][CH:26]1[CH2:30][CH2:31][C:32]([NH:36][CH3:35])=[O:33])=[O:24])[C:5]([NH:7][C@H:8]([C:10]1[NH:14][C:13]2[CH:15]=[CH:16][C:17]([Cl:19])=[CH:18][C:12]=2[N:11]=1)[CH3:9])=[O:6]. (4) Given the reactants [Br:1][C:2]1[CH:7]=[CH:6][C:5]([N:8]2[C:12](=[O:13])[NH:11][N:10]=[CH:9]2)=[C:4]([F:14])[CH:3]=1.[CH3:15][N:16]1[CH2:21][CH2:20][NH:19][CH2:18][CH2:17]1.[CH2:22]=O, predict the reaction product. The product is: [Br:1][C:2]1[CH:7]=[CH:6][C:5]([N:8]2[C:12](=[O:13])[N:11]([CH2:15][N:16]3[CH2:21][CH2:20][N:19]([CH3:22])[CH2:18][CH2:17]3)[N:10]=[CH:9]2)=[C:4]([F:14])[CH:3]=1. (5) The product is: [CH2:3]([N:10]1[CH2:15][CH2:14][CH:13]([C:16]2[CH:21]=[CH:20][C:19]([C:36]3[N:35]=[C:34]([C:33]4[CH:32]=[C:31]([CH3:40])[NH:30][C:29]=4[CH3:28])[CH:39]=[CH:38][CH:37]=3)=[CH:18][CH:17]=2)[CH2:12][CH2:11]1)[C:4]1[CH:9]=[CH:8][CH:7]=[CH:6][CH:5]=1. Given the reactants N#N.[CH2:3]([N:10]1[CH2:15][CH2:14][CH:13]([C:16]2[CH:21]=[CH:20][C:19](Br)=[CH:18][CH:17]=2)[CH2:12][CH2:11]1)[C:4]1[CH:9]=[CH:8][CH:7]=[CH:6][CH:5]=1.C([Li])CCC.[CH3:28][C:29]1[NH:30][C:31]([CH3:40])=[CH:32][C:33]=1[C:34]1[CH:39]=[CH:38][CH:37]=[CH:36][N:35]=1, predict the reaction product.